Task: Predict the product of the given reaction.. Dataset: Forward reaction prediction with 1.9M reactions from USPTO patents (1976-2016) (1) Given the reactants [OH:1][C:2]1[CH:11]=[CH:10][C:5]2[CH:6]=[C:7]([CH3:9])[O:8][C:4]=2[CH:3]=1.[C:12](Cl)(=[O:14])[CH3:13].C(N(CC)CC)C.C(OC1C=CC2C=C(C)SC=2C=1)(=O)C, predict the reaction product. The product is: [C:12]([O:1][C:2]1[CH:11]=[CH:10][C:5]2[CH:6]=[C:7]([CH3:9])[O:8][C:4]=2[CH:3]=1)(=[O:14])[CH3:13]. (2) Given the reactants [CH2:1]([O:3][C:4](=[O:36])[CH2:5][N:6]1[CH2:11][CH2:10][N:9]([C:12](=[O:35])[C:13]2[CH:18]=[CH:17][CH:16]=[C:15]([C@@H:19]([N:27]3[CH2:32][C@@H:31]([CH3:33])[NH:30][CH2:29][C@@H:28]3[CH3:34])[C:20]3[CH:25]=[CH:24][CH:23]=[C:22]([OH:26])[CH:21]=3)[CH:14]=2)[CH2:8][CH2:7]1)[CH3:2].[CH:37](=O)[C:38]1[CH:43]=[CH:42][CH:41]=[CH:40][CH:39]=1, predict the reaction product. The product is: [CH2:1]([O:3][C:4](=[O:36])[CH2:5][N:6]1[CH2:11][CH2:10][N:9]([C:12](=[O:35])[C:13]2[CH:18]=[CH:17][CH:16]=[C:15]([C@@H:19]([N:27]3[CH2:32][C@@H:31]([CH3:33])[N:30]([CH2:37][C:38]4[CH:43]=[CH:42][CH:41]=[CH:40][CH:39]=4)[CH2:29][C@@H:28]3[CH3:34])[C:20]3[CH:25]=[CH:24][CH:23]=[C:22]([OH:26])[CH:21]=3)[CH:14]=2)[CH2:8][CH2:7]1)[CH3:2]. (3) Given the reactants Cl[C:2]1[C:11]2[C:6](=[CH:7][C:8]([F:13])=[CH:9][C:10]=2[F:12])[N:5]=[C:4]([CH3:14])[C:3]=1[CH3:15].[CH3:16][O:17][C:18]1[CH:19]=[C:20]([C:24]2[CH:25]=[N:26][C:27]([N:31]3[CH2:36][CH2:35][O:34][CH2:33][CH2:32]3)=[CH:28][C:29]=2[NH2:30])[CH:21]=[N:22][CH:23]=1.C1(P(C2CCCCC2)C2C=CC=CC=2C2C(C(C)C)=CC(C(C)C)=CC=2C(C)C)CCCCC1.CC(C)([O-])C.[Na+], predict the reaction product. The product is: [F:12][C:10]1[CH:9]=[C:8]([F:13])[CH:7]=[C:6]2[C:11]=1[C:2]([NH:30][C:29]1[CH:28]=[C:27]([N:31]3[CH2:32][CH2:33][O:34][CH2:35][CH2:36]3)[N:26]=[CH:25][C:24]=1[C:20]1[CH:21]=[N:22][CH:23]=[C:18]([O:17][CH3:16])[CH:19]=1)=[C:3]([CH3:15])[C:4]([CH3:14])=[N:5]2. (4) Given the reactants Cl.[NH2:2][CH:3]1[C:12]2[C:7](=[CH:8][C:9]([O:13][CH3:14])=[CH:10][CH:11]=2)[O:6][CH:5]([C:15]([O:17][CH2:18][CH3:19])=[O:16])[CH2:4]1.C(N(CC)CC)C.[F:27][C:28]1([F:63])[O:32][C:31]2[CH:33]=[CH:34][C:35]([C:37]3([C:40](N[C@H]4C5C(=CC=CC=5)O[C@@H](C5C=C(C=CC=5)C(OC)=O)C4)=[O:41])[CH2:39][CH2:38]3)=[CH:36][C:30]=2[O:29]1, predict the reaction product. The product is: [F:63][C:28]1([F:27])[O:32][C:31]2[CH:33]=[CH:34][C:35]([C:37]3([C:40]([NH:2][CH:3]4[C:12]5[C:7](=[CH:8][C:9]([O:13][CH3:14])=[CH:10][CH:11]=5)[O:6][CH:5]([C:15]([O:17][CH2:18][CH3:19])=[O:16])[CH2:4]4)=[O:41])[CH2:38][CH2:39]3)=[CH:36][C:30]=2[O:29]1. (5) Given the reactants [CH3:1][O:2][C:3]1[C:8]([CH:9]=O)=[CH:7][CH:6]=[CH:5][N:4]=1.C([O-])(=O)C.[NH4+].C([BH3-])#[N:17].[Na+], predict the reaction product. The product is: [NH2:17][CH2:9][C:8]1[C:3]([O:2][CH3:1])=[N:4][CH:5]=[CH:6][CH:7]=1. (6) The product is: [C:1]([CH2:3][C:4]1([N:20]2[CH:24]=[C:23]([C:25]3[C:26]4[CH:33]=[CH:32][N:31]([CH2:34][O:35][CH2:36][CH2:37][Si:38]([CH3:41])([CH3:40])[CH3:39])[C:27]=4[N:28]=[CH:29][N:30]=3)[CH:22]=[N:21]2)[CH2:5][C:6]([C:8]([O:10][CH:11]([CH3:12])[CH3:13])=[O:9])([C:14]([O:16][CH:17]([CH3:19])[CH3:18])=[O:15])[CH2:7]1)#[N:2]. Given the reactants [C:1]([CH:3]=[C:4]1[CH2:7][C:6]([C:14]([O:16][CH:17]([CH3:19])[CH3:18])=[O:15])([C:8]([O:10][CH:11]([CH3:13])[CH3:12])=[O:9])[CH2:5]1)#[N:2].[NH:20]1[CH:24]=[C:23]([C:25]2[C:26]3[CH:33]=[CH:32][N:31]([CH2:34][O:35][CH2:36][CH2:37][Si:38]([CH3:41])([CH3:40])[CH3:39])[C:27]=3[N:28]=[CH:29][N:30]=2)[CH:22]=[N:21]1.N12CCCN=C1CCCCC2, predict the reaction product. (7) The product is: [NH:8]1[CH:13]=[CH:12][C:11](=[O:14])[CH2:10][CH:9]1[C:15]1[CH:16]=[N:17][CH:18]=[CH:19][CH:20]=1. Given the reactants C[Si](C)(C)CCS([N:8]1[CH:13]=[CH:12][C:11](=[O:14])[CH2:10][CH:9]1[C:15]1[CH:16]=[N:17][CH:18]=[CH:19][CH:20]=1)(=O)=O.[F-].[Cs+].C(O)(=O)C, predict the reaction product. (8) Given the reactants [NH2:1][C:2]1[CH:7]=[C:6]([CH3:8])[CH:5]=[CH:4][C:3]=1[NH:9][CH2:10][C@H:11]1[O:16][CH2:15][CH2:14][N:13]([C:17]([O:19][C:20]([CH3:23])([CH3:22])[CH3:21])=[O:18])[CH2:12]1.[F:24][C:25]1[CH:26]=[C:27]([CH:31]=[C:32]([F:36])[C:33]=1[CH:34]=O)[C:28]([OH:30])=[O:29].C(O)(=O)C, predict the reaction product. The product is: [C:20]([O:19][C:17]([N:13]1[CH2:14][CH2:15][O:16][C@H:11]([CH2:10][N:9]2[C:3]3[CH:4]=[CH:5][C:6]([CH3:8])=[CH:7][C:2]=3[N:1]=[C:34]2[C:33]2[C:32]([F:36])=[CH:31][C:27]([C:28]([OH:30])=[O:29])=[CH:26][C:25]=2[F:24])[CH2:12]1)=[O:18])([CH3:23])([CH3:22])[CH3:21]. (9) Given the reactants [F:1][C:2]1[CH:7]=[CH:6][C:5]([CH:8]([NH:16][C:17]2[CH:26]=[CH:25][CH:24]=[C:23]3[C:18]=2[CH:19]=[CH:20][C:21]([CH3:27])=[N:22]3)[C:9]2([C:12]([F:15])([F:14])[F:13])[CH2:11][O:10]2)=[CH:4][C:3]=1[O:28][CH3:29].[CH2:30]([SH:32])[CH3:31].C(=O)([O-])[O-].[Cs+].[Cs+], predict the reaction product. The product is: [F:1][C:2]1[CH:7]=[CH:6][C:5]([CH:8]([NH:16][C:17]2[CH:26]=[CH:25][CH:24]=[C:23]3[C:18]=2[CH:19]=[CH:20][C:21]([CH3:27])=[N:22]3)[C:9]([CH2:11][S:32][CH2:30][CH3:31])([C:12]([F:13])([F:15])[F:14])[OH:10])=[CH:4][C:3]=1[O:28][CH3:29]. (10) Given the reactants [CH2:1]([C:8]1[CH:9]=[N:10][C:11]2[C:16]([C:17]=1[C:18]1[CH:19]=[C:20]([NH2:24])[CH:21]=[CH:22][CH:23]=1)=[CH:15][CH:14]=[CH:13][C:12]=2[C:25]([F:28])([F:27])[F:26])[C:2]1[CH:7]=[CH:6][CH:5]=[CH:4][CH:3]=1.[CH:29](=O)[C:30]1[CH:35]=[CH:34][CH:33]=[CH:32][CH:31]=1, predict the reaction product. The product is: [CH2:29]([NH:24][C:20]1[CH:21]=[CH:22][CH:23]=[C:18]([C:17]2[C:16]3[C:11](=[C:12]([C:25]([F:28])([F:26])[F:27])[CH:13]=[CH:14][CH:15]=3)[N:10]=[CH:9][C:8]=2[CH2:1][C:2]2[CH:3]=[CH:4][CH:5]=[CH:6][CH:7]=2)[CH:19]=1)[C:30]1[CH:35]=[CH:34][CH:33]=[CH:32][CH:31]=1.